From a dataset of Peptide-MHC class I binding affinity with 185,985 pairs from IEDB/IMGT. Regression. Given a peptide amino acid sequence and an MHC pseudo amino acid sequence, predict their binding affinity value. This is MHC class I binding data. (1) The peptide sequence is FVFGIPLLV. The MHC is HLA-C15:02 with pseudo-sequence HLA-C15:02. The binding affinity (normalized) is 0.655. (2) The peptide sequence is FLCPTFTLK. The MHC is HLA-B07:02 with pseudo-sequence HLA-B07:02. The binding affinity (normalized) is 0.0847.